The task is: Predict the reactants needed to synthesize the given product.. This data is from Full USPTO retrosynthesis dataset with 1.9M reactions from patents (1976-2016). Given the product [Cl:1][C:2]1[C:3]([N:12]2[CH:29]=[C:15]3[C:16]([NH:21][C:22]4[CH:27]=[C:26]([CH3:28])[N:25]=[CH:24][N:23]=4)=[N:17][CH:18]=[C:19]([F:20])[C:14]3=[N:13]2)=[C:4]([CH:7]=[C:8]([CH2:10][OH:11])[CH:9]=1)[C:5]#[N:6], predict the reactants needed to synthesize it. The reactants are: [Cl:1][C:2]1[C:3]([N:12]2[CH:29]=[C:15]3[C:16]([NH:21][C:22]4[CH:27]=[C:26]([CH3:28])[N:25]=[CH:24][N:23]=4)=[N:17][CH:18]=[C:19]([F:20])[C:14]3=[N:13]2)=[C:4]([CH:7]=[C:8]([CH:10]=[O:11])[CH:9]=1)[C:5]#[N:6].[BH4-].[Na+].